Predict the product of the given reaction. From a dataset of Forward reaction prediction with 1.9M reactions from USPTO patents (1976-2016). (1) Given the reactants [Br:1][C:2]1[CH:10]=[CH:9][C:5]2[NH:6][CH:7]=[N:8][C:4]=2[CH:3]=1.CN1C=CN=C1.Cl[C:18]1([C:24]([O:26][CH3:27])=[O:25])[C:22](=[O:23])[CH:21]=[CH:20][S:19]1.[Si:28](Cl)([C:31]([CH3:34])([CH3:33])[CH3:32])([CH3:30])[CH3:29], predict the reaction product. The product is: [Br:1][C:2]1[CH:10]=[CH:9][C:5]2[N:6]=[CH:7][N:8]([C:20]3[S:19][C:18]([C:24]([O:26][CH3:27])=[O:25])=[C:22]([O:23][Si:28]([C:31]([CH3:34])([CH3:33])[CH3:32])([CH3:30])[CH3:29])[CH:21]=3)[C:4]=2[CH:3]=1. (2) Given the reactants [N+:1]([C:4]1[CH:12]=[CH:11][CH:10]=[C:9]2[C:5]=1[CH:6]=[CH:7][NH:8]2)([O-:3])=[O:2].[H-].[Na+].[C:15]([O:19][C:20](=[O:30])[NH:21][C:22]1[CH:27]=[C:26]([CH2:28]Br)[CH:25]=[CH:24][N:23]=1)([CH3:18])([CH3:17])[CH3:16].O, predict the reaction product. The product is: [C:15]([O:19][C:20](=[O:30])[NH:21][C:22]1[CH:27]=[C:26]([CH2:28][N:8]2[C:9]3[C:5](=[C:4]([N+:1]([O-:3])=[O:2])[CH:12]=[CH:11][CH:10]=3)[CH:6]=[CH:7]2)[CH:25]=[CH:24][N:23]=1)([CH3:18])([CH3:17])[CH3:16]. (3) Given the reactants Br[C:2]1[C:11]([CH3:12])=[CH:10][CH:9]=[CH:8][C:3]=1[C:4]([O:6][CH3:7])=[O:5].[CH2:13]([O:20][C:21]([CH:24]1[CH2:29]C(=O)[CH2:27][CH2:26][O:25]1)([CH3:23])[CH3:22])[C:14]1[CH:19]=[CH:18][CH:17]=[CH:16][CH:15]=1.CC1(C)C2C(=C(P(C3C=CC=CC=3)C3C=CC=CC=3)C=CC=2)OC2C(P(C3C=CC=CC=3)C3C=CC=CC=3)=CC=CC1=2.C(=O)([O-])[O-].[Cs+].[Cs+].N#N, predict the reaction product. The product is: [CH2:13]([O:20][C:21]([CH:24]1[O:25][CH2:26][C:27]2[C:2]3[C:11]([CH3:12])=[CH:10][CH:9]=[CH:8][C:3]=3[C:4](=[O:5])[O:6][C:7]=2[CH2:29]1)([CH3:23])[CH3:22])[C:14]1[CH:19]=[CH:18][CH:17]=[CH:16][CH:15]=1. (4) Given the reactants [C:1]1(=[O:8])[O:7][C:5](=[O:6])[CH2:4][CH2:3][CH2:2]1.[CH2:9]([NH2:12])[CH:10]=[CH2:11], predict the reaction product. The product is: [O:6]=[C:5]([NH:12][CH2:9][CH:10]=[CH2:11])[CH2:4][CH2:3][CH2:2][C:1]([OH:7])=[O:8]. (5) Given the reactants [OH:1][C:2]1[CH:15]=[CH:14][CH:13]=[C:12]2[C:3]=1[O:4][C:5]1[CH:6]=[C:7]([C:22]3[CH:27]=[CH:26][CH:25]=[CH:24][C:23]=3[NH:28][C:29](=[O:31])[CH3:30])[CH:8]=[CH:9][C:10]=1[CH:11]2[CH:16]1[CH2:21][CH2:20][NH:19][CH2:18][CH2:17]1.C(N(CC)C(C1C=CC2C([CH:51]3[CH2:56][CH2:55][NH:54][CH2:53][CH2:52]3)C3C(OC=2C=1)=CC=CC=3)=O)C.[CH:59]1C=C(C=O)N=CC=1.O1C=CC(C=O)=C1.C(O[BH-](OC(=O)C)OC(=O)C)(=O)C.[Na+].C(O[BH-](OC(=O)C)OC(=O)C)(=O)C.C([N+](CCCC)(CCCC)CCCC)CCC.C(N(C(C)C)CC)(C)C.C(O)(C(F)(F)F)=O, predict the reaction product. The product is: [OH:1][C:2]1[CH:15]=[CH:14][CH:13]=[C:12]2[C:3]=1[O:4][C:5]1[CH:6]=[C:7]([C:22]3[CH:27]=[CH:26][CH:25]=[CH:24][C:23]=3[NH:28][C:29](=[O:31])[CH3:30])[CH:8]=[CH:9][C:10]=1[CH:11]2[CH:16]1[CH2:21][CH2:20][N:19]([CH2:59][C:53]2[CH:52]=[CH:51][CH:56]=[CH:55][N:54]=2)[CH2:18][CH2:17]1. (6) Given the reactants [C:1]([C:4]1[C:12]2[C:7](=[CH:8][CH:9]=[CH:10][CH:11]=2)[N:6]([CH2:13][C:14]([OH:16])=O)[N:5]=1)(=[O:3])[NH2:2].[F:17][C:18]([F:23])([F:22])[C:19]([OH:21])=[O:20].[F:24][C:25]([F:42])([F:41])[CH2:26][N:27]1[CH:31]=[CH:30][C:29]([NH:32][C:33]([C@@H:35]2[CH2:40][C@@H:39]3[C@@H:37]([CH2:38]3)[NH:36]2)=[O:34])=[N:28]1.CN(C(ON1N=NC2C=CC=CC1=2)=[N+](C)C)C.F[P-](F)(F)(F)(F)F.CCN(C(C)C)C(C)C, predict the reaction product. The product is: [C:19]([OH:21])([C:18]([F:23])([F:22])[F:17])=[O:20].[O:16]=[C:14]([N:36]1[C@H:35]([C:33](=[O:34])[NH:32][C:29]2[CH:30]=[CH:31][N:27]([CH2:26][C:25]([F:41])([F:42])[F:24])[N:28]=2)[CH2:40][C@@H:39]2[C@H:37]1[CH2:38]2)[CH2:13][N:6]1[C:7]2[C:12](=[CH:11][CH:10]=[CH:9][CH:8]=2)[C:4]([C:1]([NH2:2])=[O:3])=[N:5]1. (7) Given the reactants [NH:1]1[CH2:6][CH2:5][O:4][CH:3]([CH:7]([C:9]2[CH:10]=[N:11][CH:12]=[CH:13][CH:14]=2)[OH:8])[CH2:2]1.BrC1C=CC=CN=1.[F:22][C:23]1[CH:28]=[C:27]([F:29])[CH:26]=[CH:25][C:24]=1O, predict the reaction product. The product is: [F:22][C:23]1[CH:28]=[C:27]([F:29])[CH:26]=[CH:25][C:24]=1[O:8][C@@H:7]([C:9]1[CH:10]=[N:11][CH:12]=[CH:13][CH:14]=1)[C@@H:3]1[O:4][CH2:5][CH2:6][NH:1][CH2:2]1. (8) Given the reactants [CH2:1]([O:3][CH:4]=[CH2:5])[CH3:2].[Br:6][C:7]1[CH:8]=[C:9]2[C:14](=[CH:15][CH:16]=1)[O:13][CH:12]=[C:11]([CH:17]=[O:18])[C:10]2=[O:19], predict the reaction product. The product is: [Br:6][C:7]1[CH:16]=[CH:15][C:14]2[O:13][C@@H:12]3[CH2:2][C@H:1]([O:3][CH2:4][CH3:5])[O:18][CH:17]=[C:11]3[C:10](=[O:19])[C:9]=2[CH:8]=1.